Dataset: Catalyst prediction with 721,799 reactions and 888 catalyst types from USPTO. Task: Predict which catalyst facilitates the given reaction. (1) Reactant: CS(O[C@H:6]1[CH2:11][CH2:10][CH2:9][C@@H:8]([C:12]2[CH:17]=[N:16][C:15]([NH:18][C:19](=[O:24])[C:20]([CH3:23])([CH3:22])[CH3:21])=[C:14]([C:25]3[CH:30]=[CH:29][C:28]([C:31](=[O:40])[NH:32][CH2:33][C:34]4[CH:39]=[CH:38][CH:37]=[CH:36][CH:35]=4)=[C:27]([F:41])[CH:26]=3)[N:13]=2)[CH2:7]1)(=O)=O.[CH3:42][S-:43].[Na+]. The catalyst class is: 5. Product: [CH2:33]([NH:32][C:31](=[O:40])[C:28]1[CH:29]=[CH:30][C:25]([C:14]2[C:15]([NH:18][C:19](=[O:24])[C:20]([CH3:21])([CH3:23])[CH3:22])=[N:16][CH:17]=[C:12]([C@@H:8]3[CH2:9][CH2:10][CH2:11][C@@H:6]([S:43][CH3:42])[CH2:7]3)[N:13]=2)=[CH:26][C:27]=1[F:41])[C:34]1[CH:35]=[CH:36][CH:37]=[CH:38][CH:39]=1. (2) Reactant: [Cl:1][C:2]1[C:10]2[C:9]([NH:11][NH2:12])=[N:8][CH:7]=[N:6][C:5]=2[S:4][CH:3]=1.[CH2:13](OC(OCC)(OCC)C)[CH3:14]. Product: [Cl:1][C:2]1[C:10]2[C:9]3[N:8]([C:13]([CH3:14])=[N:12][N:11]=3)[CH:7]=[N:6][C:5]=2[S:4][CH:3]=1. The catalyst class is: 8. (3) Reactant: [C:1]([C:3]1[CH:4]=[C:5]([C:16]2[CH:21]=[CH:20][N:19]=[C:18]([NH:22][C:23]3[CH:32]=[CH:31][C:26]([C:27](OC)=[O:28])=[C:25]([O:33][CH3:34])[CH:24]=3)[N:17]=2)[CH:6]=[CH:7][C:8]=1[O:9][CH:10]1[CH2:15][CH2:14][O:13][CH2:12][CH2:11]1)#[N:2].[NH2:35]C1C=CC(C(OC)=O)=C(OC)C=1.Cl[C:49]1N=C(C2C=CC(OC3CCOCC3)=C(C=2)C#N)C=[CH:51][N:50]=1.C(=O)([O-])[O-].[Cs+].[Cs+].C1C=CC(P(C2C(C3C(P(C4C=CC=[CH:120][CH:121]=4)C4C=CC=CC=4)=CC=C4C=3C=CC=C4)=C3C(C=CC=C3)=CC=2)C2C=CC=CC=2)=CC=1. Product: [C:1]([C:3]1[CH:4]=[C:5]([C:16]2[CH:21]=[CH:20][N:19]=[C:18]([NH:22][C:23]3[CH:32]=[CH:31][C:26]([C:27]([NH:35][CH2:120][CH2:121][N:50]([CH3:51])[CH3:49])=[O:28])=[C:25]([O:33][CH3:34])[CH:24]=3)[N:17]=2)[CH:6]=[CH:7][C:8]=1[O:9][CH:10]1[CH2:11][CH2:12][O:13][CH2:14][CH2:15]1)#[N:2]. The catalyst class is: 487. (4) Reactant: [CH3:1][O:2][C:3]1([C:8]([OH:10])=O)[CH2:7][CH2:6][CH2:5][CH2:4]1.C1N=C[N:13](C(N2C=NC=C2)=O)C=1.[NH4+].[OH-].O. Product: [CH3:1][O:2][C:3]1([C:8]([NH2:13])=[O:10])[CH2:7][CH2:6][CH2:5][CH2:4]1. The catalyst class is: 25. (5) Reactant: Cl[CH2:2][C:3]1[C:4]([CH:22]2[CH2:24][CH2:23]2)=[N:5][C:6]([C:12]2[CH:17]=[CH:16][C:15]([C:18]([F:21])([F:20])[F:19])=[CH:14][CH:13]=2)=[N:7][C:8]=1[CH2:9][O:10][CH3:11].[CH2:25]([O:27][C:28](=[O:41])[C:29]([O:32][C:33]1[CH:38]=[CH:37][C:36]([OH:39])=[CH:35][C:34]=1[CH3:40])([CH3:31])[CH3:30])[CH3:26].C(=O)([O-])[O-].[Cs+].[Cs+]. Product: [CH2:25]([O:27][C:28](=[O:41])[C:29]([O:32][C:33]1[CH:38]=[CH:37][C:36]([O:39][CH2:2][C:3]2[C:4]([CH:22]3[CH2:24][CH2:23]3)=[N:5][C:6]([C:12]3[CH:17]=[CH:16][C:15]([C:18]([F:21])([F:20])[F:19])=[CH:14][CH:13]=3)=[N:7][C:8]=2[CH2:9][O:10][CH3:11])=[CH:35][C:34]=1[CH3:40])([CH3:30])[CH3:31])[CH3:26]. The catalyst class is: 215. (6) Reactant: C[Al](C)C.[NH:5]1[CH2:9][CH2:8][CH2:7][CH2:6]1.C([O:12][C:13](=O)[C:14]1[CH:19]=[CH:18][C:17]([C:20]2[CH:25]=[CH:24][C:23]([O:26][CH:27]3[CH2:30][N:29]([CH2:31][C:32]4[CH:37]=[CH:36][C:35]([C:38]([F:41])([F:40])[F:39])=[CH:34][CH:33]=4)[CH2:28]3)=[CH:22][N:21]=2)=[CH:16][C:15]=1[F:42])C. Product: [F:42][C:15]1[CH:16]=[C:17]([C:20]2[CH:25]=[CH:24][C:23]([O:26][CH:27]3[CH2:30][N:29]([CH2:31][C:32]4[CH:37]=[CH:36][C:35]([C:38]([F:39])([F:40])[F:41])=[CH:34][CH:33]=4)[CH2:28]3)=[CH:22][N:21]=2)[CH:18]=[CH:19][C:14]=1[C:13]([N:5]1[CH2:9][CH2:8][CH2:7][CH2:6]1)=[O:12]. The catalyst class is: 11. (7) Reactant: [C:1](Cl)(=[O:8])[C:2]1[CH:7]=[CH:6][CH:5]=[CH:4][CH:3]=1.[C:10]([O:14][C:15]([N:17]1[C:25]2[C:20](=[CH:21][C:22]([NH2:26])=[CH:23][CH:24]=2)[CH2:19][CH2:18]1)=[O:16])([CH3:13])([CH3:12])[CH3:11].C(N(CC)CC)C. Product: [C:10]([O:14][C:15]([N:17]1[C:25]2[C:20](=[CH:21][C:22]([NH:26][C:1](=[O:8])[C:2]3[CH:7]=[CH:6][CH:5]=[CH:4][CH:3]=3)=[CH:23][CH:24]=2)[CH2:19][CH2:18]1)=[O:16])([CH3:13])([CH3:11])[CH3:12]. The catalyst class is: 4. (8) Reactant: [NH:1](C(OCC1C2C(=CC=CC=2)C2C1=CC=CC=2)=O)[C@H:2]([C:12]([OH:14])=[O:13])[CH2:3][CH2:4][C:5](=[O:11])[O:6]C(C)(C)C.[NH2:32][C:33]1[CH:34]=[C:35]([OH:42])[C:36](=[CH:40][CH:41]=1)[C:37]([OH:39])=O.CN(C(ON1N=NC2C=CC=CC1=2)=[N+](C)C)C.[B-](F)(F)(F)F.C1C=CC2N(O)N=NC=2C=1.CCN(C(C)C)C(C)C. Product: [NH2:32][C:33]1[CH:41]=[CH:40][C:36]([C:37]([NH:1][C@H:2]([C:12]([OH:14])=[O:13])[CH2:3][CH2:4][C:5]([OH:11])=[O:6])=[O:39])=[C:35]([OH:42])[CH:34]=1. The catalyst class is: 3. (9) Reactant: [N:1]1[CH:6]=[CH:5][N:4]=[CH:3][C:2]=1[NH2:7].[C:8]1([CH3:18])[CH:13]=[CH:12][C:11]([S:14](Cl)(=[O:16])=[O:15])=[CH:10][CH:9]=1. Product: [CH3:18][C:8]1[CH:13]=[CH:12][C:11]([S:14]([NH:7][C:2]2[CH:3]=[N:4][CH:5]=[CH:6][N:1]=2)(=[O:16])=[O:15])=[CH:10][CH:9]=1. The catalyst class is: 17. (10) Reactant: [F:1][C:2]1[CH:7]=[CH:6][C:5]([N+:8]([O-:10])=[O:9])=[CH:4][C:3]=1[OH:11].Br[CH2:13][CH2:14][O:15][CH:16]1[CH2:21][CH2:20][CH2:19][CH2:18][O:17]1.C(=O)([O-])[O-].[K+].[K+]. Product: [F:1][C:2]1[CH:7]=[CH:6][C:5]([N+:8]([O-:10])=[O:9])=[CH:4][C:3]=1[O:11][CH2:13][CH2:14][O:15][CH:16]1[CH2:21][CH2:20][CH2:19][CH2:18][O:17]1. The catalyst class is: 173.